From a dataset of Forward reaction prediction with 1.9M reactions from USPTO patents (1976-2016). Predict the product of the given reaction. (1) The product is: [Cl:1][C:2]1[C:10]2[N:9]=[C:8]3[N:11]([C:15]4[CH:20]=[CH:19][C:18]([Cl:21])=[CH:17][C:16]=4[Cl:22])[CH2:12][CH2:13][CH2:14][N:7]3[C:6]=2[C:5]([CH:23]([NH:28][C:35](=[O:37])[CH3:36])[C:24]([F:25])([F:26])[F:27])=[CH:4][CH:3]=1. Given the reactants [Cl:1][C:2]1[C:10]2[N:9]=[C:8]3[N:11]([C:15]4[CH:20]=[CH:19][C:18]([Cl:21])=[CH:17][C:16]=4[Cl:22])[CH2:12][CH2:13][CH2:14][N:7]3[C:6]=2[C:5]([CH:23]([NH2:28])[C:24]([F:27])([F:26])[F:25])=[CH:4][CH:3]=1.N1C=CC=CC=1.[C:35](Cl)(=[O:37])[CH3:36].C(=O)([O-])O.[Na+], predict the reaction product. (2) The product is: [CH3:1][C:2]1[S:3][C:4]2[CH:10]=[CH:9][C:8]([C:11]([NH:21][CH2:20][C:19]3[CH:18]=[CH:17][C:16]([C:15]([F:14])([F:24])[F:25])=[CH:23][CH:22]=3)=[O:13])=[CH:7][C:5]=2[N:6]=1. Given the reactants [CH3:1][C:2]1[S:3][C:4]2[CH:10]=[CH:9][C:8]([C:11]([OH:13])=O)=[CH:7][C:5]=2[N:6]=1.[F:14][C:15]([F:25])([F:24])[C:16]1[CH:23]=[CH:22][C:19]([CH2:20][NH2:21])=[CH:18][CH:17]=1.C(Cl)CCl, predict the reaction product. (3) Given the reactants [CH:1]1([NH:7][C:8]([CH:10]2[CH2:15][CH2:14][N:13]([CH2:16][C:17]3[CH:22]=[CH:21][N:20]=[C:19](Cl)[CH:18]=3)[CH2:12][CH2:11]2)=[O:9])[CH2:6][CH2:5][CH2:4][CH2:3][CH2:2]1.[F:24][C:25]1[CH:33]=[CH:32][C:28]([C:29]([NH2:31])=[O:30])=[CH:27][CH:26]=1.C([O-])([O-])=O.[Cs+].[Cs+].C1(P(C2C=CC=CC=2)C2C3OC4C(=CC=CC=4P(C4C=CC=CC=4)C4C=CC=CC=4)C(C)(C)C=3C=CC=2)C=CC=CC=1, predict the reaction product. The product is: [CH:1]1([NH:7][C:8]([CH:10]2[CH2:15][CH2:14][N:13]([CH2:16][C:17]3[CH:22]=[CH:21][N:20]=[C:19]([NH:31][C:29](=[O:30])[C:28]4[CH:32]=[CH:33][C:25]([F:24])=[CH:26][CH:27]=4)[CH:18]=3)[CH2:12][CH2:11]2)=[O:9])[CH2:6][CH2:5][CH2:4][CH2:3][CH2:2]1. (4) The product is: [CH2:1]([O:5][C:6]1[CH:11]=[CH:10][C:9]([S:12]([N:15]2[CH2:20][CH2:19][O:18][CH2:17][CH:16]2[C:21]([NH:42][OH:43])=[O:23])(=[O:14])=[O:13])=[CH:8][CH:7]=1)[C:2]#[C:3][CH3:4]. Given the reactants [CH2:1]([O:5][C:6]1[CH:11]=[CH:10][C:9]([S:12]([N:15]2[CH2:20][CH2:19][O:18][CH2:17][CH:16]2[C:21]([OH:23])=O)(=[O:14])=[O:13])=[CH:8][CH:7]=1)[C:2]#[C:3][CH3:4].CN(C=O)C.C(Cl)(=O)C(Cl)=O.C(N(CC)CC)C.[NH2:42][OH:43], predict the reaction product. (5) The product is: [OH:40][C@H:37]1[CH2:38][CH2:39][N:35]([CH2:30][C:28]2[C:27]([CH3:32])=[N:26][N:25]([C:23]3[C:22]([CH3:33])=[CH:21][N:20]=[C:19]([NH:18][C:4]4[C:3]([O:2][CH3:1])=[CH:8][C:7]([N:9]5[CH2:14][CH2:13][O:12][CH2:11][CH2:10]5)=[C:6]([NH:15][C:3](=[O:2])[CH:4]=[CH2:5])[CH:5]=4)[N:24]=3)[CH:29]=2)[CH2:36]1. Given the reactants [CH3:1][O:2][C:3]1[CH:8]=[C:7]([N:9]2[CH2:14][CH2:13][O:12][CH2:11][CH2:10]2)[C:6]([N+:15]([O-])=O)=[CH:5][C:4]=1[NH:18][C:19]1[N:24]=[C:23]([N:25]2[CH:29]=[C:28]([CH:30]=O)[C:27]([CH3:32])=[N:26]2)[C:22]([CH3:33])=[CH:21][N:20]=1.Cl.[NH:35]1[CH2:39][CH2:38][C@H:37]([OH:40])[CH2:36]1, predict the reaction product. (6) The product is: [C:1]([C:5]1[C:9]([Cl:19])=[C:8]([C:10]([O:12][CH2:13][CH3:14])=[O:11])[N:7]([CH3:15])[N:6]=1)([CH3:4])([CH3:2])[CH3:3]. Given the reactants [C:1]([C:5]1[CH:9]=[C:8]([C:10]([O:12][CH2:13][CH3:14])=[O:11])[N:7]([CH3:15])[N:6]=1)([CH3:4])([CH3:3])[CH3:2].S(Cl)([Cl:19])(=O)=O.O, predict the reaction product. (7) Given the reactants [C:9](O[C:9]([O:11][C:12]([CH3:15])([CH3:14])[CH3:13])=[O:10])([O:11][C:12]([CH3:15])([CH3:14])[CH3:13])=[O:10].[Cl:16][C:17]1[CH:18]=[CH:19][CH:20]=[C:21]2[C:25]=1[NH:24][CH:23]=[CH:22]2, predict the reaction product. The product is: [C:12]([O:11][C:9]([N:24]1[C:25]2[C:21](=[CH:20][CH:19]=[CH:18][C:17]=2[Cl:16])[CH:22]=[CH:23]1)=[O:10])([CH3:13])([CH3:14])[CH3:15]. (8) The product is: [C:17]([O:16][C:14]([NH:38][C@@H:39]([C:41]1[C:42]([F:70])=[C:43]([C:2]2[CH:23]=[C:22]([CH:24]=[C:25]3[CH2:30][CH2:29][O:28][CH2:27][CH2:26]3)[CH:21]=[C:4]([CH2:5][O:6][C:7]3[CH:12]=[CH:11][CH:10]=[CH:9][C:8]=3[CH2:13][C:14]([O:16][C:17]([CH3:20])([CH3:19])[CH3:18])=[O:15])[CH:3]=2)[CH:44]=[CH:45][CH:46]=1)[CH3:40])=[O:15])([CH3:20])([CH3:19])[CH3:18]. Given the reactants Br[C:2]1[CH:3]=[C:4]([CH:21]=[C:22]([CH:24]=[C:25]2[CH2:30][CH2:29][O:28][CH2:27][CH2:26]2)[CH:23]=1)[CH2:5][O:6][C:7]1[CH:12]=[CH:11][CH:10]=[CH:9][C:8]=1[CH2:13][C:14]([O:16][C:17]([CH3:20])([CH3:19])[CH3:18])=[O:15].C(OC([NH:38][C@@H:39]([C:41]1[C:42]([F:70])=[C:43](C2C=C(O)C=C(COC3C=CC=CC=3CC(OC(C)(C)C)=O)C=2)[CH:44]=[CH:45][CH:46]=1)[CH3:40])=O)(C)(C)C, predict the reaction product. (9) Given the reactants Cl[C:2]1[C:7](Cl)=[CH:6][CH:5]=[CH:4][C:3]=1[N:9]1[CH2:15][CH2:14][CH2:13][N:12]([CH2:16][CH2:17][CH2:18][CH2:19][O:20][C:21]2[CH:30]=[C:29]3[C:24]([CH:25]=[CH:26][C:27](=[O:31])[NH:28]3)=[CH:23][CH:22]=2)[CH2:11][CH2:10]1.[Na+].[I-].Cl.[CH:35]([O:38]C1C=CC=CC=1N1CCCNCC1)([CH3:37])[CH3:36].C([O-])([O-])=O.[K+].[K+], predict the reaction product. The product is: [CH:35]([O:38][C:2]1[CH:7]=[CH:6][CH:5]=[CH:4][C:3]=1[N:9]1[CH2:15][CH2:14][CH2:13][N:12]([CH2:16][CH2:17][CH2:18][CH2:19][O:20][C:21]2[CH:30]=[C:29]3[C:24]([CH2:25][CH2:26][C:27](=[O:31])[NH:28]3)=[CH:23][CH:22]=2)[CH2:11][CH2:10]1)([CH3:37])[CH3:36].